This data is from Forward reaction prediction with 1.9M reactions from USPTO patents (1976-2016). The task is: Predict the product of the given reaction. Given the reactants [CH3:1][C:2]1([CH3:9])[CH2:7][CH2:6][NH:5][C:4]([NH2:8])=[N:3]1.[F:10][CH:11]([C:16](OC)=[O:17])[C:12](OC)=[O:13].C[O-].[Na+].Cl, predict the reaction product. The product is: [OH:17][C:16]1[N:8]=[C:4]2[NH:3][C:2]([CH3:9])([CH3:1])[CH2:7][CH2:6][N:5]2[C:12](=[O:13])[C:11]=1[F:10].